From a dataset of Catalyst prediction with 721,799 reactions and 888 catalyst types from USPTO. Predict which catalyst facilitates the given reaction. Reactant: [O:1]=[C:2]1[C:6]2([CH2:11][CH2:10][N:9]([CH2:12][CH2:13][CH2:14][N:15]3[C:19]4[CH:20]=[CH:21][CH:22]=[CH:23][C:18]=4[NH:17][C:16]3=[O:24])[CH2:8][CH2:7]2)[N:5]([C:25]2[CH:30]=[CH:29][CH:28]=[CH:27][CH:26]=2)[CH2:4][N:3]1[C@H:31]([C:36]1[CH:41]=[CH:40][CH:39]=[CH:38][CH:37]=1)[C:32]([O:34]C)=[O:33].[OH-].[Li+].CO. Product: [O:1]=[C:2]1[C:6]2([CH2:11][CH2:10][N:9]([CH2:12][CH2:13][CH2:14][N:15]3[C:19]4[CH:20]=[CH:21][CH:22]=[CH:23][C:18]=4[NH:17][C:16]3=[O:24])[CH2:8][CH2:7]2)[N:5]([C:25]2[CH:26]=[CH:27][CH:28]=[CH:29][CH:30]=2)[CH2:4][N:3]1[C@H:31]([C:36]1[CH:41]=[CH:40][CH:39]=[CH:38][CH:37]=1)[C:32]([OH:34])=[O:33]. The catalyst class is: 6.